From a dataset of Full USPTO retrosynthesis dataset with 1.9M reactions from patents (1976-2016). Predict the reactants needed to synthesize the given product. (1) Given the product [F:1][C:2]1[CH:3]=[CH:4][C:5]([C:8]2[N:9]=[C:10]([C:23]3[CH:28]=[CH:27][CH:26]=[CH:25][CH:24]=3)[NH:11][C:12]=2[C:13]2[CH:18]=[CH:17][N:16]=[CH:15][N:14]=2)=[CH:6][CH:7]=1, predict the reactants needed to synthesize it. The reactants are: [F:1][C:2]1[CH:7]=[CH:6][C:5]([C:8]2[N:9]=[C:10]([C:23]3[CH:28]=[CH:27][CH:26]=[CH:25][CH:24]=3)[NH:11][C:12]=2[C:13]2[CH:18]=[CH:17][N:16]=[C:15](S(C)(=O)=O)[N:14]=2)=[CH:4][CH:3]=1.[BH4-].[Na+].Cl.C(=O)([O-])O.[Na+]. (2) Given the product [Cl:1][C:2]1[CH:3]=[CH:4][C:5]([O:6][CH2:7][CH:8]2[CH2:13][CH2:12][CH2:11][N:10]([C:24]([C:23]3[CH:27]=[CH:28][CH:29]=[C:21]([C:17]4[O:16][CH:20]=[CH:19][CH:18]=4)[CH:22]=3)=[O:25])[CH2:9]2)=[CH:14][CH:15]=1, predict the reactants needed to synthesize it. The reactants are: [Cl:1][C:2]1[CH:15]=[CH:14][C:5]([O:6][CH2:7][CH:8]2[CH2:13][CH2:12][CH2:11][NH:10][CH2:9]2)=[CH:4][CH:3]=1.[O:16]1[CH:20]=[CH:19][CH:18]=[C:17]1[C:21]1[CH:22]=[C:23]([CH:27]=[CH:28][CH:29]=1)[C:24](O)=[O:25].C(N(C(C)C)CC)(C)C.Cl.CN(C)CCCN=C=NCC. (3) The reactants are: [NH2:1][C:2]1[S:3][CH:4]=[C:5]([C:7]2[C:12]([CH3:13])=[CH:11][C:10]([NH:14]C(=O)C)=[CH:9][C:8]=2[CH3:18])[N:6]=1.C([O-])([O-])=O.[Na+].[Na+]. Given the product [NH2:14][C:10]1[CH:9]=[C:8]([CH3:18])[C:7]([C:5]2[N:6]=[C:2]([NH2:1])[S:3][CH:4]=2)=[C:12]([CH3:13])[CH:11]=1, predict the reactants needed to synthesize it. (4) Given the product [F:39][C:30]1[CH:31]=[C:32]([S:35]([CH3:38])(=[O:37])=[O:36])[CH:33]=[CH:34][C:29]=1[O:28][C@H:10]1[C@@H:9]([OH:8])[CH2:13][N:12]([CH:14]2[CH2:19][CH2:18][N:17]([C:20]([O:22][C:23]([CH3:26])([CH3:25])[CH3:24])=[O:21])[CH2:16][CH2:15]2)[C:11]1=[O:27], predict the reactants needed to synthesize it. The reactants are: C([O:8][C@H:9]1[CH2:13][N:12]([CH:14]2[CH2:19][CH2:18][N:17]([C:20]([O:22][C:23]([CH3:26])([CH3:25])[CH3:24])=[O:21])[CH2:16][CH2:15]2)[C:11](=[O:27])[C@H:10]1[O:28][C:29]1[CH:34]=[CH:33][C:32]([S:35]([CH3:38])(=[O:37])=[O:36])=[CH:31][C:30]=1[F:39])C1C=CC=CC=1.[H][H]. (5) Given the product [Cl:50][C:35]1[C:36]([OH:49])=[CH:37][C:38]([O:39][CH2:40][C:41]2([CH3:48])[CH2:45][O:44][C:43]([CH3:47])([CH3:46])[O:42]2)=[C:33]([NH:32][C:7](=[O:8])[CH3:6])[CH:34]=1, predict the reactants needed to synthesize it. The reactants are: [OH-].[K+].ClC1C(F)=C[C:7]([O:8]CC2(C)COC(C)(C)O2)=[C:6]([N+]([O-])=O)C=1.S(S([O-])=O)([O-])=O.[Na+].[Na+].[NH2:32][C:33]1[C:38]([O:39][CH2:40][C:41]2([CH3:48])[CH2:45][O:44][C:43]([CH3:47])([CH3:46])[O:42]2)=[CH:37][C:36]([OH:49])=[C:35]([Cl:50])[CH:34]=1.C(OC(=O)C)(=O)C. (6) The reactants are: [C:1]([C:3]1[C:4]([Cl:14])=[C:5]([N+:11]([O-])=O)[CH:6]=[C:7]([F:10])[C:8]=1[Cl:9])#[N:2].[H][H]. Given the product [C:1]([C:3]1[C:4]([Cl:14])=[C:5]([CH:6]=[C:7]([F:10])[C:8]=1[Cl:9])[NH2:11])#[N:2], predict the reactants needed to synthesize it. (7) The reactants are: Br[CH2:2][C:3](=O)[C:4]([OH:6])=[O:5].[C:8]([C:12]([O:14][CH2:15][C:16]([NH2:18])=[S:17])=[O:13])([CH3:11])([CH3:10])[CH3:9].ClCCl. Given the product [CH3:10][C:8]([CH3:11])([CH3:9])[C:12]([O:14][CH2:15][C:16]1[S:17][CH:2]=[C:3]([C:4]([OH:6])=[O:5])[N:18]=1)=[O:13], predict the reactants needed to synthesize it. (8) The reactants are: O=[C:2]1[CH2:7][CH2:6][N:5]([C:8]([O:10][C:11]([CH3:14])([CH3:13])[CH3:12])=[O:9])[CH2:4][CH2:3]1.[CH:15]1([NH2:18])[CH2:17][CH2:16]1.C(O[BH-](OC(=O)C)OC(=O)C)(=O)C.[Na+]. Given the product [CH:15]1([NH:18][CH:2]2[CH2:7][CH2:6][N:5]([C:8]([O:10][C:11]([CH3:14])([CH3:13])[CH3:12])=[O:9])[CH2:4][CH2:3]2)[CH2:17][CH2:16]1, predict the reactants needed to synthesize it.